The task is: Predict the reactants needed to synthesize the given product.. This data is from Full USPTO retrosynthesis dataset with 1.9M reactions from patents (1976-2016). (1) Given the product [CH3:1][O:2][C:3]1[CH:4]=[C:5]([CH:21]=[CH:22][C:23]=1[O:24][CH3:25])[CH2:6][CH:7]1[C:16]2[C:11](=[C:12]([O:19][CH3:20])[CH:13]=[CH:14][C:15]=2[O:17][CH3:18])[CH2:10][CH2:9][N:8]1[CH2:27][C:28]([NH:36][CH2:35][C:34]1[CH:37]=[CH:38][CH:39]=[CH:40][C:33]=1[O:32][CH3:31])=[O:29], predict the reactants needed to synthesize it. The reactants are: [CH3:1][O:2][C:3]1[CH:4]=[C:5]([CH:21]=[CH:22][C:23]=1[O:24][CH3:25])[CH2:6][CH:7]1[C:16]2[C:11](=[C:12]([O:19][CH3:20])[CH:13]=[CH:14][C:15]=2[O:17][CH3:18])[CH2:10][CH2:9][NH:8]1.Br[CH2:27][C:28](Br)=[O:29].[CH3:31][O:32][C:33]1[CH:40]=[CH:39][CH:38]=[CH:37][C:34]=1[CH2:35][NH2:36]. (2) Given the product [F:35][C:36]([F:50])([F:49])[C:37]1[CH:38]=[C:39]([CH:42]=[C:43]([C:45]([F:48])([F:47])[F:46])[CH:44]=1)[CH2:40][N:2]([CH3:1])[C:3](=[O:24])[C:4]1[C:9]([C:10]2[CH:15]=[CH:14][CH:13]=[CH:12][C:11]=2[CH3:16])=[CH:8][C:7]([N:17]2[CH2:22][CH2:21][N:20]([CH3:23])[CH2:19][CH2:18]2)=[N:6][CH:5]=1, predict the reactants needed to synthesize it. The reactants are: [CH3:1][NH:2][C:3](=[O:24])[C:4]1[C:9]([C:10]2[CH:15]=[CH:14][CH:13]=[CH:12][C:11]=2[CH3:16])=[CH:8][C:7]([N:17]2[CH2:22][CH2:21][N:20]([CH3:23])[CH2:19][CH2:18]2)=[N:6][CH:5]=1.C[Si]([N-][Si](C)(C)C)(C)C.[K+].[F:35][C:36]([F:50])([F:49])[C:37]1[CH:38]=[C:39]([CH:42]=[C:43]([C:45]([F:48])([F:47])[F:46])[CH:44]=1)[CH2:40]Br.O. (3) Given the product [F:1][C:2]1[CH:21]=[CH:20][C:5]([O:6][C:7]2[C:16]3[C:11](=[C:12]([NH2:17])[CH:13]=[CH:14][CH:15]=3)[N:10]=[CH:9][CH:8]=2)=[CH:4][C:3]=1[C:22]([F:25])([F:23])[F:24], predict the reactants needed to synthesize it. The reactants are: [F:1][C:2]1[CH:21]=[CH:20][C:5]([O:6][C:7]2[C:16]3[C:11](=[C:12]([N+:17]([O-])=O)[CH:13]=[CH:14][CH:15]=3)[N:10]=[CH:9][CH:8]=2)=[CH:4][C:3]=1[C:22]([F:25])([F:24])[F:23].[NH4+].[Cl-]. (4) Given the product [Cl:22][C:23]1[CH:24]=[C:25]([CH:29]=[CH:30][CH:31]=1)[C:26]([NH:21][C:20]1[C:15]([N:12]2[CH2:11][CH2:10][CH:9]([CH2:8][CH2:7][N:1]3[CH2:2][CH2:3][CH2:4][CH2:5][CH2:6]3)[CH2:14][CH2:13]2)=[N:16][CH:17]=[CH:18][CH:19]=1)=[O:27], predict the reactants needed to synthesize it. The reactants are: [N:1]1([CH2:7][CH2:8][CH:9]2[CH2:14][CH2:13][N:12]([C:15]3[C:20]([NH2:21])=[CH:19][CH:18]=[CH:17][N:16]=3)[CH2:11][CH2:10]2)[CH2:6][CH2:5][CH2:4][CH2:3][CH2:2]1.[Cl:22][C:23]1[CH:24]=[C:25]([CH:29]=[CH:30][CH:31]=1)[C:26](Cl)=[O:27].